Dataset: Forward reaction prediction with 1.9M reactions from USPTO patents (1976-2016). Task: Predict the product of the given reaction. (1) Given the reactants [Br:1][C:2]1[C:10]([F:11])=[CH:9][C:5]([C:6]([OH:8])=[O:7])=[C:4]([N+:12]([O-:14])=[O:13])[CH:3]=1.[C:15](=O)([O-])[O-].[K+].[K+].CI, predict the reaction product. The product is: [Br:1][C:2]1[C:10]([F:11])=[CH:9][C:5]([C:6]([O:8][CH3:15])=[O:7])=[C:4]([N+:12]([O-:14])=[O:13])[CH:3]=1. (2) Given the reactants [CH3:1][C:2]1[N:7]=[C:6]([NH2:8])[CH:5]=[CH:4][CH:3]=1.O=[CH:10][C:11]1[CH:19]=[CH:18][C:16]([OH:17])=[C:13]([O:14][CH3:15])[CH:12]=1.[N+:20]([CH2:22][C:23]1[CH:32]=[CH:31][C:26]2[O:27][CH2:28][CH2:29][O:30][C:25]=2[CH:24]=1)#[C-:21], predict the reaction product. The product is: [O:27]1[CH2:28][CH2:29][O:30][C:25]2[CH:24]=[C:23]([CH2:22][NH:20][C:21]3[N:7]4[C:2]([CH3:1])=[CH:3][CH:4]=[CH:5][C:6]4=[N:8][C:10]=3[C:11]3[CH:19]=[CH:18][C:16]([OH:17])=[C:13]([O:14][CH3:15])[CH:12]=3)[CH:32]=[CH:31][C:26]1=2.